This data is from Forward reaction prediction with 1.9M reactions from USPTO patents (1976-2016). The task is: Predict the product of the given reaction. (1) Given the reactants [CH3:1][N:2]([CH3:26])[C:3]([C:5]1[C:6]2[CH2:7][CH2:8][CH:9]([C:20]3[CH:25]=[CH:24][CH:23]=[CH:22][CH:21]=3)[O:10][C:11]=2[C:12]2[N:16]=[C:15]([CH3:17])[N:14]([CH3:18])[C:13]=2[CH:19]=1)=[O:4].CCCCCCC.C(O)C.C(NCC)C, predict the reaction product. The product is: [CH3:26][N:2]([CH3:1])[C:3]([C:5]1[C:6]2[CH2:7][CH2:8][C@H:9]([C:20]3[CH:21]=[CH:22][CH:23]=[CH:24][CH:25]=3)[O:10][C:11]=2[C:12]2[N:16]=[C:15]([CH3:17])[N:14]([CH3:18])[C:13]=2[CH:19]=1)=[O:4]. (2) Given the reactants [NH2:1][C:2]1[CH:7]=[CH:6][C:5]([CH3:8])=[CH:4][N:3]=1.[C:9](O[C:9]([O:11][C:12]([CH3:15])([CH3:14])[CH3:13])=[O:10])([O:11][C:12]([CH3:15])([CH3:14])[CH3:13])=[O:10].[Cl-].[Na+], predict the reaction product. The product is: [CH3:8][C:5]1[CH:6]=[CH:7][C:2]([NH:1][C:9](=[O:10])[O:11][C:12]([CH3:15])([CH3:14])[CH3:13])=[N:3][CH:4]=1. (3) Given the reactants [Cl:1][C:2]1[N:7]=[C:6](Cl)[C:5]([C:9]2[C:10]3[CH:17]=[CH:16][NH:15][C:11]=3[N:12]=[CH:13][N:14]=2)=[CH:4][N:3]=1.[CH3:18][C:19]1[CH:28]=[CH:27][C:26]2[C:25]([NH:29][C:30]3[CH:35]=[C:34]([C:36]([F:39])([F:38])[F:37])[CH:33]=[CH:32][C:31]=3[CH3:40])=[N:24][CH:23]=[CH:22][C:21]=2[C:20]=1[NH2:41].CCN(C(C)C)C(C)C.C([O-])(O)=O.[Na+], predict the reaction product. The product is: [Cl:1][C:2]1[N:7]=[C:6]([NH:41][C:20]2[C:21]3[CH:22]=[CH:23][N:24]=[C:25]([NH:29][C:30]4[CH:35]=[C:34]([C:36]([F:39])([F:37])[F:38])[CH:33]=[CH:32][C:31]=4[CH3:40])[C:26]=3[CH:27]=[CH:28][C:19]=2[CH3:18])[C:5]([C:9]2[C:10]3[CH:17]=[CH:16][NH:15][C:11]=3[N:12]=[CH:13][N:14]=2)=[CH:4][N:3]=1. (4) Given the reactants [C:1](#[N:3])C.[F:4][C:5]1[CH:10]=[C:9]([C:11]([F:14])([F:13])[F:12])[C:8]([C:15]2[CH:20]=[CH:19][N+:18]([O-])=[CH:17][CH:16]=2)=[CH:7][CH:6]=1.C[Si](C#N)(C)C, predict the reaction product. The product is: [F:4][C:5]1[CH:10]=[C:9]([C:11]([F:14])([F:13])[F:12])[C:8]([C:15]2[CH:20]=[CH:19][N:18]=[C:17]([C:1]#[N:3])[CH:16]=2)=[CH:7][CH:6]=1. (5) Given the reactants [OH:1][C:2]1[CH:3]=[C:4]([CH:8]=[C:9](O)[CH:10]=1)[C:5]([OH:7])=[O:6].[Cl-:12].[NH4+:13].[OH-].[NH4+], predict the reaction product. The product is: [ClH:12].[NH2:13][C:9]1[CH:8]=[C:4]([CH:3]=[C:2]([OH:1])[CH:10]=1)[C:5]([OH:7])=[O:6]. (6) Given the reactants FC(F)(F)C([O:5][CH2:6][C:7]1[CH:12]=[CH:11][CH:10]=[C:9]([O:13][C:14]2[CH:19]=[CH:18][C:17]([C:20]([F:23])([F:22])[F:21])=[C:16](Cl)[N:15]=2)[CH:8]=1)=O.[CH3:27]B(O)O.C(=O)([O-])[O-].[K+].[K+], predict the reaction product. The product is: [CH3:27][C:16]1[N:15]=[C:14]([O:13][C:9]2[CH:8]=[C:7]([CH2:6][OH:5])[CH:12]=[CH:11][CH:10]=2)[CH:19]=[CH:18][C:17]=1[C:20]([F:21])([F:22])[F:23]. (7) Given the reactants [NH2:1][C:2]1[C:3]([F:22])=[C:4]([C:8]2[C:9]3[C:16]([C:17]([O:19][CH2:20][CH3:21])=[O:18])=[CH:15][NH:14][C:10]=3[N:11]=[CH:12][N:13]=2)[CH:5]=[CH:6][CH:7]=1.CCN(C(C)C)C(C)C.[C:32](Cl)(=[O:36])[C:33]([CH3:35])=[CH2:34], predict the reaction product. The product is: [F:22][C:3]1[C:2]([NH:1][C:32](=[O:36])[C:33]([CH3:35])=[CH2:34])=[CH:7][CH:6]=[CH:5][C:4]=1[C:8]1[C:9]2[C:16]([C:17]([O:19][CH2:20][CH3:21])=[O:18])=[CH:15][NH:14][C:10]=2[N:11]=[CH:12][N:13]=1. (8) Given the reactants [C:1]([N:4]1[C:13]2[C:8](=[C:9]([O:15][C:16]3[CH:24]=[CH:23][C:19]([C:20]([NH2:22])=[O:21])=[CH:18][CH:17]=3)[C:10](Br)=[CH:11][CH:12]=2)[CH2:7][CH2:6][C@@H:5]1[CH3:25])(=[O:3])[CH3:2].CC1(C)OB([C:32]2[CH:33]=[N:34][N:35]([CH:37]3[CH2:42][CH2:41][N:40]([C:43]([O:45][C:46]([CH3:49])([CH3:48])[CH3:47])=[O:44])[CH2:39][CH2:38]3)[CH:36]=2)OC1(C)C.C(=O)([O-])[O-].[K+].[K+], predict the reaction product. The product is: [C:1]([N:4]1[C:13]2[C:8](=[C:9]([O:15][C:16]3[CH:24]=[CH:23][C:19]([C:20](=[O:21])[NH2:22])=[CH:18][CH:17]=3)[C:10]([C:32]3[CH:33]=[N:34][N:35]([CH:37]4[CH2:38][CH2:39][N:40]([C:43]([O:45][C:46]([CH3:49])([CH3:48])[CH3:47])=[O:44])[CH2:41][CH2:42]4)[CH:36]=3)=[CH:11][CH:12]=2)[CH2:7][CH2:6][C@@H:5]1[CH3:25])(=[O:3])[CH3:2].